Dataset: Full USPTO retrosynthesis dataset with 1.9M reactions from patents (1976-2016). Task: Predict the reactants needed to synthesize the given product. Given the product [C:1]([O:5][C:6]([NH:8][CH:9]([C:20]1[CH:21]=[CH:22][C:23]([O:26][S:27]([C:30]([F:33])([F:32])[F:31])(=[O:28])=[O:29])=[CH:24][CH:25]=1)[C:10]([N:12]1[CH2:16][CH2:15][CH2:14][C@H:13]1[C:17]#[N:18])=[O:11])=[O:7])([CH3:4])([CH3:2])[CH3:3], predict the reactants needed to synthesize it. The reactants are: [C:1]([O:5][C:6]([NH:8][CH:9]([C:20]1[CH:25]=[CH:24][C:23]([O:26][S:27]([C:30]([F:33])([F:32])[F:31])(=[O:29])=[O:28])=[CH:22][CH:21]=1)[C:10]([N:12]1[CH2:16][CH2:15][CH2:14][C@H:13]1[C:17](=O)[NH2:18])=[O:11])=[O:7])([CH3:4])([CH3:3])[CH3:2].N1C=CC=CC=1.C(OC(C(F)(F)F)=O)(C(F)(F)F)=O.